From a dataset of Full USPTO retrosynthesis dataset with 1.9M reactions from patents (1976-2016). Predict the reactants needed to synthesize the given product. (1) Given the product [Br:1][C:2]1[CH:16]=[C:15]([CH2:17][N:18]([CH3:19])[S:35]([C:32]2[CH:33]=[CH:34][C:29]([F:28])=[CH:30][CH:31]=2)(=[O:37])=[O:36])[CH:14]=[CH:13][C:3]=1[O:4][CH2:5][C:6]([O:8][C:9]([CH3:12])([CH3:11])[CH3:10])=[O:7], predict the reactants needed to synthesize it. The reactants are: [Br:1][C:2]1[CH:16]=[C:15]([CH2:17][NH:18][CH3:19])[CH:14]=[CH:13][C:3]=1[O:4][CH2:5][C:6]([O:8][C:9]([CH3:12])([CH3:11])[CH3:10])=[O:7].CC1C=CC=C(C)N=1.[F:28][C:29]1[CH:34]=[CH:33][C:32]([S:35](Cl)(=[O:37])=[O:36])=[CH:31][CH:30]=1. (2) Given the product [O:1]1[CH2:2][CH2:3][N:4]([C:7]2[CH:13]=[CH:12][C:10]([NH:11][CH:15]=[C:16]3[C:24]4[C:19](=[CH:20][CH:21]=[CH:22][CH:23]=4)[NH:18][C:17]3=[O:25])=[CH:9][CH:8]=2)[CH2:5][CH2:6]1, predict the reactants needed to synthesize it. The reactants are: [O:1]1[CH2:6][CH2:5][N:4]([C:7]2[CH:13]=[CH:12][C:10]([NH2:11])=[CH:9][CH:8]=2)[CH2:3][CH2:2]1.O[CH:15]=[C:16]1[C:24]2[C:19](=[CH:20][CH:21]=[CH:22][CH:23]=2)[NH:18][C:17]1=[O:25].